From a dataset of Reaction yield outcomes from USPTO patents with 853,638 reactions. Predict the reaction yield, written as a fraction of the theoretical maximum amount of product (1.0 means a 100% yield; for example, 0.34 means a 34% yield). (1) The reactants are [Cl:1][C:2]1[CH:7]=[C:6]([Cl:8])[CH:5]=[CH:4][C:3]=1[C:9]1[N:10]=[C:11](/[CH:16]=[CH:17]/[C:18]2[CH:23]=[CH:22][C:21]([C:24]3[CH:29]=[CH:28][C:27]([OH:30])=[CH:26][CH:25]=3)=[CH:20][CH:19]=2)[N:12]([CH2:14][CH3:15])[CH:13]=1.Br[C:32]1[CH:33]=[N:34][CH:35]=[C:36]([CH:42]=1)[C:37]([O:39]CC)=[O:38]. No catalyst specified. The product is [Cl:1][C:2]1[CH:7]=[C:6]([Cl:8])[CH:5]=[CH:4][C:3]=1[C:9]1[N:10]=[C:11](/[CH:16]=[CH:17]/[C:18]2[CH:23]=[CH:22][C:21]([C:24]3[CH:25]=[CH:26][C:27]([O:30][C:32]4[CH:33]=[N:34][CH:35]=[C:36]([CH:42]=4)[C:37]([OH:39])=[O:38])=[CH:28][CH:29]=3)=[CH:20][CH:19]=2)[N:12]([CH2:14][CH3:15])[CH:13]=1. The yield is 0.230. (2) The reactants are [CH2:1]([O:8][C:9]1[C:10]([C:30]([OH:32])=O)=[N:11][C:12]([CH2:16][C:17]2[CH:22]=[CH:21][CH:20]=[CH:19][C:18]=2[C:23]2[CH:28]=[CH:27][CH:26]=[CH:25][C:24]=2[Cl:29])=[N:13][C:14]=1[OH:15])[C:2]1[CH:7]=[CH:6][CH:5]=[CH:4][CH:3]=1.[Si:33]([O:40][CH2:41][CH2:42][NH:43][CH:44]([CH3:46])[CH3:45])([C:36]([CH3:39])([CH3:38])[CH3:37])([CH3:35])[CH3:34].[Si](OCCN(C)C(C1C(OCC2C=CC=CC=2)=C(O)N=C(CC2C=CC=CC=2C2C=CC=CC=2)N=1)=O)(C(C)(C)C)(C)C. No catalyst specified. The product is [Si:33]([O:40][CH2:41][CH2:42][N:43]([CH:44]([CH3:46])[CH3:45])[C:30]([C:10]1[C:9]([O:8][CH2:1][C:2]2[CH:7]=[CH:6][CH:5]=[CH:4][CH:3]=2)=[C:14]([OH:15])[N:13]=[C:12]([CH2:16][C:17]2[CH:22]=[CH:21][CH:20]=[CH:19][C:18]=2[C:23]2[CH:28]=[CH:27][CH:26]=[CH:25][C:24]=2[Cl:29])[N:11]=1)=[O:32])([C:36]([CH3:39])([CH3:38])[CH3:37])([CH3:35])[CH3:34]. The yield is 0.630. (3) The yield is 0.700. The product is [OH:27][C@@H:24]1[CH2:25][CH2:26][N:22]([C:11]([C:9]2[S:10][C:3]3[C:4](=[N:5][CH:6]=[CH:7][C:2]=3[Cl:1])[CH:8]=2)=[O:13])[CH2:23]1. The reactants are [Cl:1][C:2]1[CH:7]=[CH:6][N:5]=[C:4]2[CH:8]=[C:9]([C:11]([O-:13])=O)[S:10][C:3]=12.[Li+].S(Cl)(Cl)=O.C(Cl)Cl.[NH:22]1[CH2:26][CH2:25][C@@H:24]([OH:27])[CH2:23]1. The catalyst is CN(C=O)C. (4) The reactants are [CH:1]([O:4][C:5]1[CH:12]=[CH:11][C:8]([C:9]#[N:10])=[CH:7][C:6]=1[C:13]([F:16])([F:15])[F:14])([CH3:3])[CH3:2].[NH2:17][OH:18]. The catalyst is CCO. The product is [OH:18]/[N:17]=[C:9](\[NH2:10])/[C:8]1[CH:11]=[CH:12][C:5]([O:4][CH:1]([CH3:3])[CH3:2])=[C:6]([C:13]([F:16])([F:15])[F:14])[CH:7]=1. The yield is 0.338. (5) The reactants are [NH2:1][C:2]1[CH:10]=[CH:9][C:5]([C:6]([NH2:8])=[O:7])=[CH:4][C:3]=1Br.[C:12]1(B(O)O)[CH2:17][CH2:16][CH2:15][CH2:14][CH:13]=1. No catalyst specified. The product is [NH2:1][C:2]1[CH:10]=[CH:9][C:5]([C:6]([NH2:8])=[O:7])=[CH:4][C:3]=1[C:12]1[CH2:17][CH2:16][CH2:15][CH2:14][CH:13]=1. The yield is 0.760. (6) The reactants are [H-].[Al+3].[Li+].[H-].[H-].[H-].[CH3:7][C:8]1[O:12][C:11]([C:13]2[CH:18]=[CH:17][CH:16]=[CH:15][CH:14]=2)=[N:10][C:9]=1[CH:19]=[CH:20][C:21](OCC)=[O:22].C(O)(C)C.Cl. The catalyst is C1COCC1.CCOCC.O. The product is [CH3:7][C:8]1[O:12][C:11]([C:13]2[CH:18]=[CH:17][CH:16]=[CH:15][CH:14]=2)=[N:10][C:9]=1[CH:19]=[CH:20][CH2:21][OH:22]. The yield is 0.520. (7) The reactants are [Br:1][C:2]1[CH:3]=[CH:4][C:5]2[O:10][CH2:9][C@@H:8]([CH2:11][OH:12])[O:7][C:6]=2[CH:13]=1.[C:14]1(O)[CH:19]=[CH:18][CH:17]=[CH:16][CH:15]=1.C1(P(C2C=CC=CC=2)C2C=CC=CC=2)C=CC=CC=1.CCOC(/N=N/C(OCC)=O)=O. The catalyst is C1COCC1. The product is [Br:1][C:2]1[CH:3]=[CH:4][C:5]2[O:10][CH2:9][C@@H:8]([CH2:11][O:12][C:14]3[CH:19]=[CH:18][CH:17]=[CH:16][CH:15]=3)[O:7][C:6]=2[CH:13]=1. The yield is 0.370. (8) The reactants are [Br:1][C:2]1[CH:7]=[CH:6][C:5]([NH:8][C:9](=[O:12])[CH2:10]Cl)=[CH:4][CH:3]=1.C([O-])([O-])=O.[K+].[K+].[C:19]1([CH:26]=[CH:25][C:23]([OH:24])=[CH:22][CH:21]=1)[OH:20]. The catalyst is CN(C=O)C. The product is [Br:1][C:2]1[CH:7]=[CH:6][C:5]([NH:8][C:9](=[O:12])[CH2:10][O:20][C:19]2[CH:26]=[CH:25][C:23]([OH:24])=[CH:22][CH:21]=2)=[CH:4][CH:3]=1. The yield is 0.160. (9) The reactants are [C:1]([N:5]1[C:28]2[C:27](=[O:29])[CH2:26][C:10]3([CH2:15][CH2:14][N:13](C(OCC4C=CC=CC=4)=O)[CH2:12][CH2:11]3)[CH2:9][C:8]=2[CH:7]=[N:6]1)([CH3:4])([CH3:3])[CH3:2].CC1CC=CCC=1.Cl. The yield is 0.970. The catalyst is C(O)C.[Pd].C(OCC)(=O)C.O1CCOCC1. The product is [C:1]([N:5]1[C:28]2[C:27](=[O:29])[CH2:26][C:10]3([CH2:15][CH2:14][NH:13][CH2:12][CH2:11]3)[CH2:9][C:8]=2[CH:7]=[N:6]1)([CH3:4])([CH3:2])[CH3:3].